Dataset: Full USPTO retrosynthesis dataset with 1.9M reactions from patents (1976-2016). Task: Predict the reactants needed to synthesize the given product. (1) Given the product [Br:1][C:2]1[CH:9]=[CH:8][C:7]([OH:10])=[CH:6][C:3]=1[CH:4]1[O:14][CH2:13][CH2:12][CH2:11][O:5]1, predict the reactants needed to synthesize it. The reactants are: [Br:1][C:2]1[CH:9]=[CH:8][C:7]([OH:10])=[CH:6][C:3]=1[CH:4]=[O:5].[CH2:11]1C[O:14][CH2:13][CH2:12]1.C(O)CCO.CC1C=CC(S(O)(=O)=O)=CC=1. (2) Given the product [CH3:20][CH2:21][CH2:22][CH2:23][CH:3]([CH2:13][O:12][C:7]([CH:8]=[CH2:9])=[O:11])[CH2:2][CH3:4].[CH3:23][CH2:22][CH2:21][CH2:20][O:19][C:14]([CH:15]=[CH2:16])=[O:18], predict the reactants needed to synthesize it. The reactants are: C(O)(=O)[C:2]([CH3:4])=[CH2:3].[C:7]([O:12][CH3:13])(=[O:11])[C:8](C)=[CH2:9].[C:14]([O:19][CH2:20][CH2:21][CH2:22][CH3:23])(=[O:18])[C:15](C)=[CH2:16].C(OCCO)(=O)C(C)=C. (3) Given the product [CH:1]1([C:4]2[NH:8][C:7]3[C:9]([O:17][CH3:18])=[CH:10][CH:11]=[C:12]([C:13]([OH:15])=[O:14])[C:6]=3[N:5]=2)[CH2:2][CH2:3]1, predict the reactants needed to synthesize it. The reactants are: [CH:1]1([C:4]2[NH:8][C:7]3[C:9]([O:17][CH3:18])=[CH:10][CH:11]=[C:12]([C:13]([O:15]C)=[O:14])[C:6]=3[N:5]=2)[CH2:3][CH2:2]1.[OH-].[Na+]. (4) Given the product [CH2:17]([NH2:7])[CH2:18][CH2:19][CH2:20][CH2:21][CH2:16][CH2:15][CH2:14][CH2:13][CH2:12][CH2:11][CH2:10][CH2:9][CH2:8][CH2:23][CH2:22][CH2:27][CH3:26], predict the reactants needed to synthesize it. The reactants are: CN(CCC[N:7]1[C:17]2[CH:18]=[CH:19][CH:20]=[CH:21][C:16]=2[CH2:15][CH2:14][C:13]2[CH:12]=[CH:11][CH:10]=[CH:9][C:8]1=2)C.[CH:22]1[CH:23]=CC2[C:26](=CC(C(O)=O)=C(O)C=2CC2C(O)=C(C(O)=O)C=C3C=2C=CC=C3)[CH:27]=1. (5) Given the product [CH3:3][O:4][C:5]1[N:10]=[C:9]([NH2:11])[CH:8]=[CH:7][C:6]=1[CH3:15], predict the reactants needed to synthesize it. The reactants are: [OH-].[Na+].[CH3:3][O:4][C:5]1[N:10]=[C:9]([NH:11]C(=O)C)[CH:8]=[CH:7][C:6]=1[CH3:15].